From a dataset of Full USPTO retrosynthesis dataset with 1.9M reactions from patents (1976-2016). Predict the reactants needed to synthesize the given product. (1) The reactants are: [F:1][CH:2]([F:26])[O:3][C:4]1[C:5]([OH:25])=[C:6](/[CH:10]=[CH:11]/[C:12]2[N:13]=[C:14]3[N:18]([C:19]=2[C:20]([O:22][CH2:23][CH3:24])=[O:21])[CH:17]=[CH:16][S:15]3)[CH:7]=[CH:8][CH:9]=1.Br[CH2:28][CH2:29][CH:30]([CH3:32])[CH3:31].C(=O)([O-])[O-].[K+].[K+]. Given the product [F:26][CH:2]([F:1])[O:3][C:4]1[C:5]([O:25][CH2:28][CH2:29][CH:30]([CH3:32])[CH3:31])=[C:6](/[CH:10]=[CH:11]/[C:12]2[N:13]=[C:14]3[N:18]([C:19]=2[C:20]([O:22][CH2:23][CH3:24])=[O:21])[CH:17]=[CH:16][S:15]3)[CH:7]=[CH:8][CH:9]=1, predict the reactants needed to synthesize it. (2) Given the product [F:25][B-:26]([F:29])([F:28])[F:27].[CH3:18][N+:19]1[CH:24]=[CH:23][CH:22]=[CH:21][CH:20]=1.[CH3:13][S:7]([O-:11])(=[O:9])=[O:8].[CH3:18][N+:19]1[CH:24]=[CH:23][CH:22]=[CH:21][CH:20]=1, predict the reactants needed to synthesize it. The reactants are: N1C=CC=CC=1.[S:7]([O:11]C)([O:9]C)=[O:8].[CH3:13]OS([O-])=O.[CH3:18][N+:19]1[CH:24]=[CH:23][CH:22]=[CH:21][CH:20]=1.[F:25][B-:26]([F:29])([F:28])[F:27].[H+]. (3) Given the product [Cl:37][C:38]1[CH:43]=[CH:42][C:41]([CH2:44][NH:55][C:22](=[O:24])[CH2:21][C@H:12]2[C:11](=[O:29])[O:10][CH2:9][C@@H:8]([C:5]3[CH:4]=[CH:3][C:2]([Cl:1])=[CH:7][CH:6]=3)[NH:19][C:18](=[O:20])[CH2:17][CH2:16][CH:15]=[CH:14][CH2:13]2)=[CH:40][CH:39]=1, predict the reactants needed to synthesize it. The reactants are: [Cl:1][C:2]1[CH:7]=[CH:6][C:5]([C@H:8]2[NH:19][C:18](=[O:20])[CH2:17][CH2:16][CH:15]=[CH:14][CH2:13][C@@H:12]([CH2:21][C:22]([O:24]C(C)(C)C)=O)[C:11](=[O:29])[O:10][CH2:9]2)=[CH:4][CH:3]=1.FC(F)(F)C(O)=O.[Cl:37][C:38]1[CH:43]=[CH:42][C:41]([C@H:44]2[NH:55]C(=O)CCC=CC[C@@H](CC(O)=O)C(=O)OC2)=[CH:40][CH:39]=1.ClC1C=CC(CN)=CC=1. (4) Given the product [CH3:53][O:54][CH2:55][CH2:56][O:57][C:58]1[CH:63]=[C:62]([C:27]2[N:26]=[C:25]([NH:8][C:9]3[CH:10]=[C:11]4[C:15](=[CH:16][CH:17]=3)[NH:14][N:13]=[CH:12]4)[CH:30]=[CH:29][N:28]=2)[CH:61]=[CH:60][CH:59]=1, predict the reactants needed to synthesize it. The reactants are: C(OC([N:8]([C:25]1[CH:30]=[CH:29][N:28]=[C:27](Cl)[N:26]=1)[C:9]1[CH:10]=[C:11]2[C:15](=[CH:16][CH:17]=1)[N:14](C(OC(C)(C)C)=O)[N:13]=[CH:12]2)=O)(C)(C)C.C([O-])([O-])=O.[Na+].[Na+].CC(OC(OC(OC(C)(C)C)=O)=O)(C)C.[CH3:53][O:54][CH2:55][CH2:56][O:57][C:58]1[CH:59]=[C:60](B2OC(C)(C)C(C)(C)O2)[CH:61]=[CH:62][CH:63]=1.